Dataset: Forward reaction prediction with 1.9M reactions from USPTO patents (1976-2016). Task: Predict the product of the given reaction. (1) Given the reactants P([O-])([O-])([O-])=O.[K+].[K+].[K+].C1(C)C=CC=CC=1P([C:23]1[CH:28]=[CH:27][CH:26]=[CH:25][C:24]=1[CH3:29])C1C=CC=CC=1C.Br[C:32]1[C:44]2[C:43]3[C:38](=[CH:39][CH:40]=[CH:41][CH:42]=3)[C:37]3([C:56]4[C:55]([O:57][CH3:58])=[CH:54][CH:53]=[C:52](Br)[C:51]=4[C:50]4[C:45]3=[CH:46][CH:47]=[CH:48][CH:49]=4)[C:36]=2[C:35]([O:60][CH3:61])=[CH:34][CH:33]=1.[C:62]1(B(O)O)[C:71]2[C:66](=[CH:67][CH:68]=[CH:69][CH:70]=2)[CH:65]=[CH:64][CH:63]=1.[C:75]1(C)[CH:80]=CC=C[CH:76]=1, predict the reaction product. The product is: [C:62]1([C:32]2[C:44]3[C:43]4[C:38](=[CH:39][CH:40]=[CH:41][CH:42]=4)[C:37]4([C:56]5[C:55]([O:57][CH3:58])=[CH:54][CH:53]=[C:52]([C:25]6[C:24]7[C:23](=[CH:76][CH:75]=[CH:80][CH:29]=7)[CH:28]=[CH:27][CH:26]=6)[C:51]=5[C:50]5[C:45]4=[CH:46][CH:47]=[CH:48][CH:49]=5)[C:36]=3[C:35]([O:60][CH3:61])=[CH:34][CH:33]=2)[C:71]2[C:66](=[CH:67][CH:68]=[CH:69][CH:70]=2)[CH:65]=[CH:64][CH:63]=1. (2) Given the reactants O=S1(=O)CCN(CC[NH:10][C@:11]23[CH2:45][CH2:44][C@@H:43]([CH:46]([CH3:48])[CH3:47])[C@@H:12]2[C@@H:13]2[C@@:26]([CH3:29])([CH2:27][CH2:28]3)[C@@:25]3([CH3:30])[C@@H:16]([C@:17]4([CH3:42])[C@@H:22]([CH2:23][CH2:24]3)[C:21]([CH3:32])([CH3:31])[C@@H:20]([C:33]3[CH:41]=[CH:40][C:36]([C:37]([OH:39])=[O:38])=[CH:35][CH:34]=3)[CH2:19][CH2:18]4)[CH2:15][CH2:14]2)CC1.Cl[CH2:51][CH2:52][N:53]1[CH2:58][CH2:57][CH:56]([S:59]([CH3:62])(=[O:61])=[O:60])[CH2:55][CH2:54]1, predict the reaction product. The product is: [CH:46]([C@H:43]1[C@@H:12]2[C@@H:13]3[C@@:26]([CH3:29])([CH2:27][CH2:28][C@@:11]2([NH:10][CH2:51][CH2:52][N:53]2[CH2:58][CH2:57][CH:56]([S:59]([CH3:62])(=[O:61])=[O:60])[CH2:55][CH2:54]2)[CH2:45][CH2:44]1)[C@@:25]1([CH3:30])[C@@H:16]([C@:17]2([CH3:42])[C@@H:22]([CH2:23][CH2:24]1)[C:21]([CH3:32])([CH3:31])[C@@H:20]([C:33]1[CH:41]=[CH:40][C:36]([C:37]([OH:39])=[O:38])=[CH:35][CH:34]=1)[CH2:19][CH2:18]2)[CH2:15][CH2:14]3)([CH3:48])[CH3:47]. (3) Given the reactants [Cl:1][C:2]1[CH:14]=[CH:13][C:5]([CH2:6][CH2:7][NH:8][CH2:9][CH:10](O)[CH3:11])=[CH:4][CH:3]=1.S(Cl)([Cl:17])=O, predict the reaction product. The product is: [ClH:1].[Cl:17][CH:10]([CH3:11])[CH2:9][NH:8][CH2:7][CH2:6][C:5]1[CH:13]=[CH:14][C:2]([Cl:1])=[CH:3][CH:4]=1. (4) Given the reactants Br[C:2]1[CH:7]=[CH:6][C:5]([C:8]2[O:9][C:10]([CH3:13])=[N:11][N:12]=2)=[CH:4][C:3]=1[CH3:14].[CH3:15][C:16]1[CH:36]=[CH:35][C:19]([C:20]([NH:22][C:23]2[CH:28]=[CH:27][CH:26]=[C:25]([N:29]3[CH2:34][CH2:33][O:32][CH2:31][CH2:30]3)[CH:24]=2)=[O:21])=[CH:18][C:17]=1B1OC(C)(C)C(C)(C)O1, predict the reaction product. The product is: [CH3:14][C:3]1[CH:4]=[C:5]([C:8]2[O:9][C:10]([CH3:13])=[N:11][N:12]=2)[CH:6]=[CH:7][C:2]=1[C:17]1[C:16]([CH3:15])=[CH:36][CH:35]=[C:19]([C:20]([NH:22][C:23]2[CH:28]=[CH:27][CH:26]=[C:25]([N:29]3[CH2:34][CH2:33][O:32][CH2:31][CH2:30]3)[CH:24]=2)=[O:21])[CH:18]=1. (5) Given the reactants [Cl:1][C:2]1[C:7](C)=[C:6]([CH:9]=[O:10])[CH:5]=[CH:4][N:3]=1.[N:11]1[CH:16]=[CH:15][CH:14]=[CH:13][CH:12]=1.[CH3:17]C(C[AlH]CC(C)C)C.[K+].[Na+].C([O-])(=O)C(C(C([O-])=O)O)O, predict the reaction product. The product is: [Cl:1][C:2]1[CH:7]=[C:6]([CH:5]=[CH:4][N:3]=1)[C:9]([NH:11][C:16]1[CH:15]=[CH:14][CH:13]=[CH:12][CH:17]=1)=[O:10]. (6) Given the reactants [Br:1][C:2]1[CH:7]=[C:6]([O:8][C:9]2[CH:14]=[CH:13][C:12]([S:15]([CH3:18])(=[O:17])=[O:16])=[CH:11][CH:10]=2)[CH:5]=[C:4]([O:19]C)[CH:3]=1.B(Br)(Br)Br.C(=O)([O-])O.[Na+], predict the reaction product. The product is: [Br:1][C:2]1[CH:3]=[C:4]([OH:19])[CH:5]=[C:6]([O:8][C:9]2[CH:10]=[CH:11][C:12]([S:15]([CH3:18])(=[O:16])=[O:17])=[CH:13][CH:14]=2)[CH:7]=1.